This data is from Reaction yield outcomes from USPTO patents with 853,638 reactions. The task is: Predict the reaction yield, written as a fraction of the theoretical maximum amount of product (1.0 means a 100% yield; for example, 0.34 means a 34% yield). (1) The reactants are [Br:1][C:2]1[CH:7]=[CH:6][C:5]([N:8]2[CH2:13][CH:12]3[CH2:14][CH:10](N3C(OC(C)(C)C)=O)[CH2:9]2)=[CH:4][CH:3]=1.C12CC([O:27]1)CNC2. No catalyst specified. The product is [Br:1][C:2]1[CH:7]=[CH:6][C:5]([N:8]2[CH2:13][CH:12]3[CH2:14][CH:10]([O:27]3)[CH2:9]2)=[CH:4][CH:3]=1. The yield is 0.610. (2) The reactants are [Br:1][C:2]1[CH:7]=[CH:6][C:5]([C:8]2[O:9][C:10]([CH3:26])=[C:11]([CH2:13][CH2:14][O:15]S(C3C=CC(C)=CC=3)(=O)=O)[N:12]=2)=[CH:4][CH:3]=1.[CH2:27]([O:29][C:30](=[O:42])[C:31]([O:34][C:35]1[CH:40]=[CH:39][C:38](O)=[CH:37][CH:36]=1)([CH3:33])[CH3:32])[CH3:28].C([O-])([O-])=O.[Cs+].[Cs+]. The catalyst is CN(C=O)C. The product is [CH2:27]([O:29][C:30](=[O:42])[C:31]([O:34][C:35]1[CH:40]=[CH:39][C:38]([O:15][CH2:14][CH2:13][C:11]2[N:12]=[C:8]([C:5]3[CH:4]=[CH:3][C:2]([Br:1])=[CH:7][CH:6]=3)[O:9][C:10]=2[CH3:26])=[CH:37][CH:36]=1)([CH3:33])[CH3:32])[CH3:28]. The yield is 0.440. (3) The reactants are [CH3:1][C:2]1([CH3:13])[C:11]2[C:6](=[CH:7][CH:8]=[CH:9][CH:10]=2)[CH2:5][C:4](=O)[CH2:3]1.[CH2:14]([NH2:17])[C:15]#[CH:16]. No catalyst specified. The product is [CH3:1][C:2]1([CH3:13])[CH2:3][C:4]2[N:17]=[CH:14][CH:15]=[CH:16][C:5]=2[C:6]2[CH:7]=[CH:8][CH:9]=[CH:10][C:11]1=2. The yield is 0.490. (4) The reactants are [CH2:1]([O:8][C:9]1[CH:14]=[CH:13][N:12]([C:15]2[CH:16]=[CH:17][C:18]3[C:19]4[CH2:28][NH:27][CH2:26][CH2:25][C:20]=4[N:21]([CH3:24])[C:22]=3[CH:23]=2)[C:11](=[O:29])[CH:10]=1)[C:2]1[CH:7]=[CH:6][CH:5]=[CH:4][CH:3]=1.Cl[CH2:31][C:32](Cl)=[O:33].C[CH2:36][N:37](CC)[CH2:38]C.N(C)C.C([O-])([O-])=O.[K+].[K+]. The catalyst is C(Cl)Cl.CN(C=O)C. The product is [CH2:1]([O:8][C:9]1[CH:14]=[CH:13][N:12]([C:15]2[CH:16]=[CH:17][C:18]3[C:19]4[CH2:28][N:27]([C:32](=[O:33])[CH2:31][N:37]([CH3:38])[CH3:36])[CH2:26][CH2:25][C:20]=4[N:21]([CH3:24])[C:22]=3[CH:23]=2)[C:11](=[O:29])[CH:10]=1)[C:2]1[CH:3]=[CH:4][CH:5]=[CH:6][CH:7]=1. The yield is 0.510.